From a dataset of Reaction yield outcomes from USPTO patents with 853,638 reactions. Predict the reaction yield, written as a fraction of the theoretical maximum amount of product (1.0 means a 100% yield; for example, 0.34 means a 34% yield). (1) The reactants are B([O-])([O-])[O-].[Si+4].B([O-])([O-])[O-].B([O-])([O-])[O-].B([O-])([O-])[O-].[Si+4].[Si+4].[F:20][C:21]([F:50])([F:49])[CH2:22][C:23]([NH:25][CH2:26][C:27]1[CH:32]=[CH:31][C:30](/[CH:33]=[CH:34]/[CH:35]([C:40]2[CH:45]=[C:44]([Cl:46])[C:43]([Cl:47])=[C:42]([Cl:48])[CH:41]=2)[C:36]([F:39])([F:38])[F:37])=[CH:29][CH:28]=1)=[O:24]. The catalyst is CS(C)=O. The product is [F:49][C:21]([F:20])([F:50])[CH2:22][C:23]([NH:25][CH2:26][C:27]1[CH:32]=[CH:31][C:30](/[CH:33]=[CH:34]\[CH:35]([C:40]2[CH:41]=[C:42]([Cl:48])[C:43]([Cl:47])=[C:44]([Cl:46])[CH:45]=2)[C:36]([F:37])([F:38])[F:39])=[CH:29][CH:28]=1)=[O:24]. The yield is 0.0800. (2) The reactants are [I:1][C:2]1[N:3]=[CH:4][N:5]([CH2:7][CH2:8][NH:9][CH2:10][CH2:11][O:12][CH3:13])[CH:6]=1.[C:14](O[C:14]([O:16][C:17]([CH3:20])([CH3:19])[CH3:18])=[O:15])([O:16][C:17]([CH3:20])([CH3:19])[CH3:18])=[O:15]. The catalyst is C(Cl)Cl. The product is [I:1][C:2]1[N:3]=[CH:4][N:5]([CH2:7][CH2:8][N:9]([CH2:10][CH2:11][O:12][CH3:13])[C:14](=[O:15])[O:16][C:17]([CH3:20])([CH3:19])[CH3:18])[CH:6]=1. The yield is 0.560. (3) The reactants are [CH:1]([C:3]1[NH:4][C:5]2[CH2:6][CH2:7][CH2:8][CH2:9][C:10]=2[C:11]=1[CH2:12][CH2:13][C:14]([OH:16])=[O:15])=O.[CH3:17][C:18]1[CH:19]=[C:20]2[C:24](=[CH:25][CH:26]=1)[NH:23][C:22](=[O:27])[CH2:21]2.N1CCCCC1.C(O)(=O)C. The catalyst is C(O)C. The product is [CH3:17][C:18]1[CH:19]=[C:20]2[C:24](=[CH:25][CH:26]=1)[NH:23][C:22](=[O:27])[C:21]2=[CH:1][C:3]1[NH:4][C:5]2[CH2:6][CH2:7][CH2:8][CH2:9][C:10]=2[C:11]=1[CH2:12][CH2:13][C:14]([OH:16])=[O:15]. The yield is 0.800. (4) The reactants are [O-]P([O-])([O-])=O.[K+].[K+].[K+].[Cl:9][C:10]1[CH:11]=[C:12]2[C:16](=[CH:17][CH:18]=1)[NH:15][N:14]=[CH:13]2.[C:19]([CH:21]1[CH2:24][N:23]([C:25](=[O:49])[C@H:26]([NH:28][C:29]([C:31]2[C:39]3[C:34](=[N:35][CH:36]=[C:37](I)[N:38]=3)[N:33]([CH2:41][O:42][CH2:43][CH2:44][Si:45]([CH3:48])([CH3:47])[CH3:46])[CH:32]=2)=[O:30])[CH3:27])[CH2:22]1)#[N:20].CN[C@@H]1CCCC[C@H]1NC. The catalyst is [Cu]I.C1(C)C=CC=CC=1. The product is [C:19]([CH:21]1[CH2:22][N:23]([C:25](=[O:49])[C@H:26]([NH:28][C:29]([C:31]2[C:39]3[C:34](=[N:35][CH:36]=[C:37]([N:15]4[C:16]5[C:12](=[CH:11][C:10]([Cl:9])=[CH:18][CH:17]=5)[CH:13]=[N:14]4)[N:38]=3)[N:33]([CH2:41][O:42][CH2:43][CH2:44][Si:45]([CH3:48])([CH3:47])[CH3:46])[CH:32]=2)=[O:30])[CH3:27])[CH2:24]1)#[N:20]. The yield is 0.580. (5) The reactants are [Br:1][C:2]1[CH:3]=[C:4]([C:7]2([CH3:34])[CH2:15][C:11]3([CH2:14][O:13][CH2:12]3)[S:10][C:9]([NH:16]C(=O)OCC3C4C=CC=CC=4C4C3=CC=CC=4)=[N:8]2)[S:5][CH:6]=1.N1CCCCC1. The catalyst is C(Cl)Cl. The product is [Br:1][C:2]1[CH:3]=[C:4]([C:7]2([CH3:34])[CH2:15][C:11]3([CH2:14][O:13][CH2:12]3)[S:10][C:9]([NH2:16])=[N:8]2)[S:5][CH:6]=1. The yield is 0.347. (6) The reactants are CC(C1C=C(C(C)C)C(C2C=CC=CC=2P(C2CCCCC2)C2CCCCC2)=C(C(C)C)C=1)C.[F:35][C:36]1[CH:41]=[CH:40][C:39]([C:42]2[O:43][C:44]3[CH:54]=[C:53]([N:55]([CH3:60])[S:56]([CH3:59])(=[O:58])=[O:57])[C:52](B4OC(C)(C)C(C)(C)O4)=[CH:51][C:45]=3[C:46]=2[C:47]([NH:49][CH3:50])=[O:48])=[CH:38][CH:37]=1.[CH2:70]([O:77][C:78]1[C:79]([C:85]([O:87][CH3:88])=[O:86])=[N:80][C:81](Br)=[CH:82][CH:83]=1)[C:71]1[CH:76]=[CH:75][CH:74]=[CH:73][CH:72]=1. The catalyst is O1CCOCC1.O.C1C=CC(/C=C/C(/C=C/C2C=CC=CC=2)=O)=CC=1.C1C=CC(/C=C/C(/C=C/C2C=CC=CC=2)=O)=CC=1.C1C=CC(/C=C/C(/C=C/C2C=CC=CC=2)=O)=CC=1.[Pd].[Pd]. The product is [CH2:70]([O:77][C:78]1[C:79]([C:85]([O:87][CH3:88])=[O:86])=[N:80][C:81]([C:52]2[C:53]([N:55]([CH3:60])[S:56]([CH3:59])(=[O:58])=[O:57])=[CH:54][C:44]3[O:43][C:42]([C:39]4[CH:38]=[CH:37][C:36]([F:35])=[CH:41][CH:40]=4)=[C:46]([C:47](=[O:48])[NH:49][CH3:50])[C:45]=3[CH:51]=2)=[CH:82][CH:83]=1)[C:71]1[CH:72]=[CH:73][CH:74]=[CH:75][CH:76]=1. The yield is 0.880. (7) The reactants are [Cl:1][C:2]1[C:3]([NH:21][NH:22][C:23](=O)[CH2:24][C:25]([F:28])([F:27])[F:26])=[N:4][CH:5]=[N:6][C:7]=1[N:8]1[CH2:13][CH2:12][CH:11]([C:14]2[CH:19]=[CH:18][C:17]([F:20])=[CH:16][CH:15]=2)[CH2:10][CH2:9]1.C1(P(C2C=CC=CC=2)C2C=CC=CC=2)C=CC=CC=1.N([Si](C)(C)C)=[N+]=[N-].CCOC(/N=N/C(OCC)=O)=O.C1(C)C=CC=CC=1. The catalyst is C(Cl)Cl. The product is [Cl:1][C:2]1[C:3]2[N:4]([C:23]([CH2:24][C:25]([F:28])([F:27])[F:26])=[N:22][N:21]=2)[CH:5]=[N:6][C:7]=1[N:8]1[CH2:13][CH2:12][CH:11]([C:14]2[CH:19]=[CH:18][C:17]([F:20])=[CH:16][CH:15]=2)[CH2:10][CH2:9]1. The yield is 0.00300.